Dataset: CYP2D6 inhibition data for predicting drug metabolism from PubChem BioAssay. Task: Regression/Classification. Given a drug SMILES string, predict its absorption, distribution, metabolism, or excretion properties. Task type varies by dataset: regression for continuous measurements (e.g., permeability, clearance, half-life) or binary classification for categorical outcomes (e.g., BBB penetration, CYP inhibition). Dataset: cyp2d6_veith. The drug is Cn1c(Oc2ccccc2)c(C=O)c2ccccc21. The result is 0 (non-inhibitor).